From a dataset of NCI-60 drug combinations with 297,098 pairs across 59 cell lines. Regression. Given two drug SMILES strings and cell line genomic features, predict the synergy score measuring deviation from expected non-interaction effect. Drug 1: CC1=CC2C(CCC3(C2CCC3(C(=O)C)OC(=O)C)C)C4(C1=CC(=O)CC4)C. Drug 2: C1=NC2=C(N1)C(=S)N=CN2. Cell line: SF-295. Synergy scores: CSS=12.0, Synergy_ZIP=-10.0, Synergy_Bliss=-4.65, Synergy_Loewe=-41.6, Synergy_HSA=-6.87.